The task is: Predict the reactants needed to synthesize the given product.. This data is from Full USPTO retrosynthesis dataset with 1.9M reactions from patents (1976-2016). (1) The reactants are: C([O:4][C:5]1[CH:10]=[C:9]([Br:11])[CH:8]=[C:7]([Cl:12])[C:6]=1[O:13][CH2:14][CH:15]1[CH2:17][O:16]1)(=O)C.[OH-].[K+].O. Given the product [Br:11][C:9]1[CH:8]=[C:7]([Cl:12])[C:6]2[O:13][CH2:14][CH:15]([CH2:17][OH:16])[O:4][C:5]=2[CH:10]=1, predict the reactants needed to synthesize it. (2) Given the product [Cl:1][C:2]1[CH:14]=[C:13]([Cl:15])[CH:12]=[CH:11][C:3]=1[CH2:4][NH:5][C@H:6]1[CH2:10][CH2:9][N:8]([C:17]2[N:22]=[C:21]([C:23]([F:26])([F:25])[F:24])[CH:20]=[CH:19][N:18]=2)[CH2:7]1, predict the reactants needed to synthesize it. The reactants are: [Cl:1][C:2]1[CH:14]=[C:13]([Cl:15])[CH:12]=[CH:11][C:3]=1[CH2:4][NH:5][C@H:6]1[CH2:10][CH2:9][NH:8][CH2:7]1.Cl[C:17]1[N:22]=[C:21]([C:23]([F:26])([F:25])[F:24])[CH:20]=[CH:19][N:18]=1.C(=O)([O-])[O-].[K+].[K+].